This data is from Peptide-MHC class I binding affinity with 185,985 pairs from IEDB/IMGT. The task is: Regression. Given a peptide amino acid sequence and an MHC pseudo amino acid sequence, predict their binding affinity value. This is MHC class I binding data. (1) The peptide sequence is TMFLITENK. The MHC is HLA-A03:01 with pseudo-sequence HLA-A03:01. The binding affinity (normalized) is 0.959. (2) The binding affinity (normalized) is 0.0847. The MHC is HLA-B15:17 with pseudo-sequence HLA-B15:17. The peptide sequence is YRYGFVANF. (3) The peptide sequence is QGWKGSPAI. The MHC is HLA-B07:02 with pseudo-sequence HLA-B07:02. The binding affinity (normalized) is 0. (4) The peptide sequence is DRIYSFPDP. The MHC is Mamu-B08 with pseudo-sequence Mamu-B08. The binding affinity (normalized) is 0. (5) The peptide sequence is AFYWHFIFR. The MHC is HLA-A26:01 with pseudo-sequence HLA-A26:01. The binding affinity (normalized) is 0.0847. (6) The peptide sequence is SPGAAGYDL. The MHC is H-2-Ld with pseudo-sequence H-2-Ld. The binding affinity (normalized) is 0.880. (7) The peptide sequence is YVFPVIFSK. The MHC is HLA-B08:01 with pseudo-sequence HLA-B08:01. The binding affinity (normalized) is 0.